This data is from Reaction yield outcomes from USPTO patents with 853,638 reactions. The task is: Predict the reaction yield, written as a fraction of the theoretical maximum amount of product (1.0 means a 100% yield; for example, 0.34 means a 34% yield). (1) The reactants are C(OC([N:8]1[CH2:13][CH2:12][CH:11]([CH2:14][CH2:15][O:16][C:17]2[CH:22]=[CH:21][CH:20]=[CH:19][CH:18]=2)[CH2:10][CH2:9]1)=O)(C)(C)C.Cl.CCOCC. The catalyst is CO. The product is [O:16]([CH2:15][CH2:14][CH:11]1[CH2:10][CH2:9][NH:8][CH2:13][CH2:12]1)[C:17]1[CH:22]=[CH:21][CH:20]=[CH:19][CH:18]=1. The yield is 0.890. (2) The reactants are [CH:1]1([N:6]([CH3:40])[C:7]2[CH:8]=[C:9]([C:27]3[CH2:32][CH2:31][N:30](C(OC(C)(C)C)=O)[CH2:29][CH:28]=3)[CH:10]=[C:11]([C:14](=[O:26])[NH:15][CH2:16][C:17]3[C:18](=[O:25])[NH:19][C:20]([CH3:24])=[CH:21][C:22]=3[CH3:23])[C:12]=2[CH3:13])[CH2:5][CH2:4][CH2:3][CH2:2]1.C(O)(C(F)(F)F)=O. The catalyst is C(Cl)Cl. The product is [CH:1]1([N:6]([CH3:40])[C:7]2[C:12]([CH3:13])=[C:11]([CH:10]=[C:9]([C:27]3[CH2:32][CH2:31][NH:30][CH2:29][CH:28]=3)[CH:8]=2)[C:14]([NH:15][CH2:16][C:17]2[C:18](=[O:25])[NH:19][C:20]([CH3:24])=[CH:21][C:22]=2[CH3:23])=[O:26])[CH2:2][CH2:3][CH2:4][CH2:5]1. The yield is 0.950.